This data is from Peptide-MHC class II binding affinity with 134,281 pairs from IEDB. The task is: Regression. Given a peptide amino acid sequence and an MHC pseudo amino acid sequence, predict their binding affinity value. This is MHC class II binding data. (1) The peptide sequence is YDKFLANVSTVLTGC. The MHC is DRB1_0405 with pseudo-sequence DRB1_0405. The binding affinity (normalized) is 0.633. (2) The peptide sequence is AKEKPQEGTVVAVGP. The MHC is DRB1_1101 with pseudo-sequence DRB1_1101. The binding affinity (normalized) is 0. (3) The peptide sequence is LIEKINAGFKAALAA. The MHC is DRB1_1001 with pseudo-sequence DRB1_1001. The binding affinity (normalized) is 0.688. (4) The peptide sequence is ENVIDVKLVDANGKL. The MHC is DRB1_0301 with pseudo-sequence DRB1_0301. The binding affinity (normalized) is 0.381.